Dataset: NCI-60 drug combinations with 297,098 pairs across 59 cell lines. Task: Regression. Given two drug SMILES strings and cell line genomic features, predict the synergy score measuring deviation from expected non-interaction effect. (1) Drug 1: C1=CC(=CC=C1CCCC(=O)O)N(CCCl)CCCl. Drug 2: C1CN1P(=S)(N2CC2)N3CC3. Cell line: SNB-19. Synergy scores: CSS=16.4, Synergy_ZIP=-11.1, Synergy_Bliss=-4.81, Synergy_Loewe=-6.51, Synergy_HSA=-3.57. (2) Drug 1: C1=CC(=CC=C1CCCC(=O)O)N(CCCl)CCCl. Drug 2: CNC(=O)C1=NC=CC(=C1)OC2=CC=C(C=C2)NC(=O)NC3=CC(=C(C=C3)Cl)C(F)(F)F. Cell line: HS 578T. Synergy scores: CSS=33.4, Synergy_ZIP=-11.1, Synergy_Bliss=-8.99, Synergy_Loewe=-10.2, Synergy_HSA=-9.79. (3) Drug 1: CC1C(C(=O)NC(C(=O)N2CCCC2C(=O)N(CC(=O)N(C(C(=O)O1)C(C)C)C)C)C(C)C)NC(=O)C3=C4C(=C(C=C3)C)OC5=C(C(=O)C(=C(C5=N4)C(=O)NC6C(OC(=O)C(N(C(=O)CN(C(=O)C7CCCN7C(=O)C(NC6=O)C(C)C)C)C)C(C)C)C)N)C. Drug 2: CC1=C2C(C(=O)C3(C(CC4C(C3C(C(C2(C)C)(CC1OC(=O)C(C(C5=CC=CC=C5)NC(=O)OC(C)(C)C)O)O)OC(=O)C6=CC=CC=C6)(CO4)OC(=O)C)O)C)O. Cell line: MOLT-4. Synergy scores: CSS=35.7, Synergy_ZIP=7.48, Synergy_Bliss=12.2, Synergy_Loewe=-4.07, Synergy_HSA=1.99. (4) Drug 1: CNC(=O)C1=NC=CC(=C1)OC2=CC=C(C=C2)NC(=O)NC3=CC(=C(C=C3)Cl)C(F)(F)F. Drug 2: COC1=C2C(=CC3=C1OC=C3)C=CC(=O)O2. Cell line: 786-0. Synergy scores: CSS=3.37, Synergy_ZIP=-0.175, Synergy_Bliss=4.20, Synergy_Loewe=3.38, Synergy_HSA=3.43. (5) Drug 1: C1=C(C(=O)NC(=O)N1)F. Drug 2: CCCS(=O)(=O)NC1=C(C(=C(C=C1)F)C(=O)C2=CNC3=C2C=C(C=N3)C4=CC=C(C=C4)Cl)F. Cell line: SK-MEL-28. Synergy scores: CSS=37.8, Synergy_ZIP=-5.78, Synergy_Bliss=-6.06, Synergy_Loewe=-2.19, Synergy_HSA=0.586.